Dataset: Catalyst prediction with 721,799 reactions and 888 catalyst types from USPTO. Task: Predict which catalyst facilitates the given reaction. Reactant: [H-].[Na+].[C:3]([O:7][C:8]([N:10]1[CH2:14][CH:13]([C:15]2[NH:16][CH:17]=[C:18]([C:20]3[CH:25]=[CH:24][C:23]([C:26]#[C:27][C:28]4[CH:33]=[CH:32][C:31]([C:34]5[N:35]=[C:36]([CH:39]6[CH2:43][CH2:42][CH2:41][N:40]6[C:44](=[O:54])[CH:45]([NH:49][C:50]([O:52][CH3:53])=[O:51])[CH:46]([CH3:48])[CH3:47])[NH:37][CH:38]=5)=[CH:30][CH:29]=4)=[CH:22][CH:21]=3)[N:19]=2)[N:12]([C:55](=[O:65])[CH:56]([NH:60][C:61]([O:63][CH3:64])=[O:62])[CH:57]([CH3:59])[CH3:58])[CH2:11]1)=[O:9])([CH3:6])([CH3:5])[CH3:4].[CH3:66][Si:67]([CH3:74])([CH3:73])[CH2:68][CH2:69][O:70][CH2:71]Cl. Product: [C:3]([O:7][C:8]([N:10]1[CH2:14][CH:13]([C:15]2[N:16]([CH2:71][O:70][CH2:69][CH2:68][Si:67]([CH3:74])([CH3:73])[CH3:66])[CH:17]=[C:18]([C:20]3[CH:25]=[CH:24][C:23]([C:26]#[C:27][C:28]4[CH:33]=[CH:32][C:31]([C:34]5[N:35]=[C:36]([CH:39]6[CH2:43][CH2:42][CH2:41][N:40]6[C:44](=[O:54])[CH:45]([NH:49][C:50]([O:52][CH3:53])=[O:51])[CH:46]([CH3:48])[CH3:47])[N:37]([CH2:71][O:70][CH2:69][CH2:68][Si:67]([CH3:74])([CH3:73])[CH3:66])[CH:38]=5)=[CH:30][CH:29]=4)=[CH:22][CH:21]=3)[N:19]=2)[N:12]([C:55](=[O:65])[CH:56]([NH:60][C:61]([O:63][CH3:64])=[O:62])[CH:57]([CH3:58])[CH3:59])[CH2:11]1)=[O:9])([CH3:6])([CH3:4])[CH3:5]. The catalyst class is: 9.